From a dataset of Reaction yield outcomes from USPTO patents with 853,638 reactions. Predict the reaction yield, written as a fraction of the theoretical maximum amount of product (1.0 means a 100% yield; for example, 0.34 means a 34% yield). The reactants are [O:1]1[CH2:6][CH2:5][N:4]([C:7]2[N:12]=[C:11]([Cl:13])[CH:10]=[C:9](Cl)[N:8]=2)[CH2:3][CH2:2]1.C(N(CC)CC)C.[NH:22]1[CH2:27][CH2:26][O:25][CH2:24][CH2:23]1.CCOC(C)=O. The catalyst is CN1C(=O)CCC1. The product is [O:1]1[CH2:2][CH2:3][N:4]([C:7]2[N:8]=[C:9]([N:22]3[CH2:27][CH2:26][O:25][CH2:24][CH2:23]3)[CH:10]=[C:11]([Cl:13])[N:12]=2)[CH2:5][CH2:6]1. The yield is 0.930.